From a dataset of Forward reaction prediction with 1.9M reactions from USPTO patents (1976-2016). Predict the product of the given reaction. (1) The product is: [Cl:21][C:22]1[C:23]([C:24]([O:26][CH3:27])=[O:25])=[C:28]([F:32])[C:29]([CH:35]=[O:36])=[CH:30][CH:31]=1. Given the reactants C(NC(C)C)(C)C.C([Li])CCC.[Li+].CC([N-]C(C)C)C.[Cl:21][C:22]1[CH:31]=[CH:30][CH:29]=[C:28]([F:32])[C:23]=1[C:24]([O:26][CH3:27])=[O:25].CN(C)[CH:35]=[O:36], predict the reaction product. (2) The product is: [CH:5]1[C:4]2[C:13]3[C:12](=[C:17]4[C:16](=[CH:15][CH:14]=3)[S:20][CH:19]=[N:18]4)[NH:11][S:8](=[O:10])(=[O:9])[C:3]=2[CH:2]=[CH:7][CH:6]=1. Given the reactants N[C:2]1[CH:7]=[CH:6][CH:5]=[CH:4][C:3]=1[S:8]([NH:11][C:12]1[C:17]2[N:18]=[CH:19][S:20][C:16]=2[CH:15]=[CH:14][CH:13]=1)(=[O:10])=[O:9].N(OC(C)(C)C)=O.CC(O)=O, predict the reaction product. (3) Given the reactants [C:1]([NH:5][C:6](=[O:24])[C:7]1[CH:12]=[C:11]([O:13][C:14]2[CH:19]=[CH:18][C:17]([N+:20]([O-])=O)=[CH:16][C:15]=2[Cl:23])[CH:10]=[N:9][CH:8]=1)([CH3:4])([CH3:3])[CH3:2].[Cl-].[Ca+2].[Cl-].O, predict the reaction product. The product is: [NH2:20][C:17]1[CH:18]=[CH:19][C:14]([O:13][C:11]2[CH:10]=[N:9][CH:8]=[C:7]([CH:12]=2)[C:6]([NH:5][C:1]([CH3:4])([CH3:3])[CH3:2])=[O:24])=[C:15]([Cl:23])[CH:16]=1.